Dataset: Peptide-MHC class II binding affinity with 134,281 pairs from IEDB. Task: Regression. Given a peptide amino acid sequence and an MHC pseudo amino acid sequence, predict their binding affinity value. This is MHC class II binding data. (1) The peptide sequence is CLFLLPSLATVAYFN. The MHC is DRB1_0701 with pseudo-sequence DRB1_0701. The binding affinity (normalized) is 0.542. (2) The peptide sequence is EQTLTILIRTGLLVI. The MHC is DRB1_1302 with pseudo-sequence DRB1_1302. The binding affinity (normalized) is 0.801. (3) The binding affinity (normalized) is 0. The peptide sequence is IEEAPEMPALYEKKL. The MHC is DRB1_1301 with pseudo-sequence DRB1_1301. (4) The peptide sequence is EVQKVSQPATGAATV. The MHC is HLA-DQA10301-DQB10302 with pseudo-sequence HLA-DQA10301-DQB10302. The binding affinity (normalized) is 0.0703. (5) The peptide sequence is LVVLSELPDFLAKKG. The MHC is DRB1_0801 with pseudo-sequence DRB1_0801. The binding affinity (normalized) is 0.476. (6) The peptide sequence is QKKPDFILATDIAEM. The MHC is DRB1_0404 with pseudo-sequence DRB1_0404. The binding affinity (normalized) is 0.669. (7) The peptide sequence is KIIGGIGGFIKVRQYDQIPI. The MHC is HLA-DQA10501-DQB10201 with pseudo-sequence HLA-DQA10501-DQB10201. The binding affinity (normalized) is 0.301.